Dataset: TCR-epitope binding with 47,182 pairs between 192 epitopes and 23,139 TCRs. Task: Binary Classification. Given a T-cell receptor sequence (or CDR3 region) and an epitope sequence, predict whether binding occurs between them. (1) The TCR CDR3 sequence is CASSQDLGPLYEQYF. Result: 1 (the TCR binds to the epitope). The epitope is GTITSGWTF. (2) The epitope is FLKEKGGL. The TCR CDR3 sequence is CASSLGLIYEQYF. Result: 1 (the TCR binds to the epitope). (3) The epitope is YLNTLTLAV. The TCR CDR3 sequence is CASSRDRGEDTQYF. Result: 0 (the TCR does not bind to the epitope). (4) The epitope is AYILFTRFFYV. The TCR CDR3 sequence is CARSLSRQFFNQPQHF. Result: 0 (the TCR does not bind to the epitope). (5) The epitope is GLIYNRMGAVTTEV. The TCR CDR3 sequence is CASSQDPGYGYTF. Result: 0 (the TCR does not bind to the epitope). (6) The epitope is YLDAYNMMI. The TCR CDR3 sequence is CASSPPNTEAFF. Result: 1 (the TCR binds to the epitope).